From a dataset of Full USPTO retrosynthesis dataset with 1.9M reactions from patents (1976-2016). Predict the reactants needed to synthesize the given product. (1) Given the product [CH3:26][N:21]1[C:20]2[CH:27]=[CH:28][C:17]([N:16]3[CH:12]=[C:3]([C:1]#[N:2])[C:4](=[O:5])[NH:6][C:7]3=[O:8])=[CH:18][C:19]=2[N:23]([CH3:24])[C:22]1=[O:25], predict the reactants needed to synthesize it. The reactants are: [C:1]([C:3](=[CH:12]OCC)[C:4]([NH:6][C:7](=O)[O:8]CC)=[O:5])#[N:2].[NH2:16][C:17]1[CH:28]=[CH:27][C:20]2[N:21]([CH3:26])[C:22](=[O:25])[N:23]([CH3:24])[C:19]=2[CH:18]=1. (2) Given the product [Br:7][C:8]1[CH:13]=[CH:12][CH:11]=[CH:10][C:9]=1[C:14](=[O:20])[CH2:15][CH2:16][CH2:17][CH2:18][N:35]1[CH2:36][CH2:37][CH:32]([C:28]2[CH:27]=[C:26]([NH:25][C:23](=[O:24])[CH:22]([CH3:21])[CH3:38])[CH:31]=[CH:30][CH:29]=2)[CH2:33][CH2:34]1, predict the reactants needed to synthesize it. The reactants are: C([O-])([O-])=O.[K+].[K+].[Br:7][C:8]1[CH:13]=[CH:12][CH:11]=[CH:10][C:9]=1[C:14](=[O:20])[CH2:15][CH2:16][CH2:17][CH2:18]Cl.[CH3:21][CH:22]([CH3:38])[C:23]([NH:25][C:26]1[CH:31]=[CH:30][CH:29]=[C:28]([CH:32]2[CH2:37][CH2:36][NH:35][CH2:34][CH2:33]2)[CH:27]=1)=[O:24]. (3) Given the product [F:21][C:20]([F:23])([F:22])[C:16]1[CH:15]=[C:14]([N:9]2[CH:10]=[CH:11][C:12](=[O:13])[C:7]([C:5]3[N:33]([C:28]4[CH:29]=[CH:30][CH:31]=[CH:32][C:27]=4[C:26]([F:25])([F:35])[F:36])[N:2]=[CH:3][CH:4]=3)=[N:8]2)[CH:19]=[CH:18][CH:17]=1, predict the reactants needed to synthesize it. The reactants are: C[N:2](C)/[CH:3]=[CH:4]/[C:5]([C:7]1[C:12](=[O:13])[CH:11]=[CH:10][N:9]([C:14]2[CH:19]=[CH:18][CH:17]=[C:16]([C:20]([F:23])([F:22])[F:21])[CH:15]=2)[N:8]=1)=O.[F:25][C:26]([F:36])([F:35])[C:27]1[CH:32]=[CH:31][CH:30]=[CH:29][C:28]=1[NH:33]N. (4) Given the product [Br:7][C:8]1[N:9]=[C:10]2[C:16]([C:23](=[O:24])[C:22]([CH3:27])([CH3:26])[CH2:21][CH2:20][CH2:19][C:17]#[N:18])=[CH:15][NH:14][C:11]2=[N:12][CH:13]=1, predict the reactants needed to synthesize it. The reactants are: [Cl-].C([Al+]CC)C.[Br:7][C:8]1[N:9]=[C:10]2[CH:16]=[CH:15][NH:14][C:11]2=[N:12][CH:13]=1.[C:17]([CH2:19][CH2:20][CH2:21][C:22]([CH3:27])([CH3:26])[C:23](Cl)=[O:24])#[N:18].C([O-])(O)=O.[Na+]. (5) Given the product [Si:22]([O:29][CH2:30][CH2:31][N:32]1[CH:36]=[CH:35][C:34]([NH:37][C:4]2[C:5]3[N:6]([C:8]([C:11]([NH:13][C:14]4[CH:19]=[CH:18][N:17]=[CH:16][C:15]=4[F:20])=[O:12])=[CH:9][N:10]=3)[N:7]=[C:2]([Cl:1])[CH:3]=2)=[N:33]1)([C:25]([CH3:28])([CH3:26])[CH3:27])([CH3:24])[CH3:23], predict the reactants needed to synthesize it. The reactants are: [Cl:1][C:2]1[CH:3]=[C:4](Cl)[C:5]2[N:6]([C:8]([C:11]([NH:13][C:14]3[CH:19]=[CH:18][N:17]=[CH:16][C:15]=3[F:20])=[O:12])=[CH:9][N:10]=2)[N:7]=1.[Si:22]([O:29][CH2:30][CH2:31][N:32]1[CH:36]=[CH:35][C:34]([NH2:37])=[N:33]1)([C:25]([CH3:28])([CH3:27])[CH3:26])([CH3:24])[CH3:23].ClC1C=C(NC2C=CN(C(C)C)N=2)C2N(C(C(NC3C=CN=CC=3F)=O)=CN=2)N=1.